Task: Regression. Given two drug SMILES strings and cell line genomic features, predict the synergy score measuring deviation from expected non-interaction effect.. Dataset: NCI-60 drug combinations with 297,098 pairs across 59 cell lines Drug 2: CC(C)NC(=O)C1=CC=C(C=C1)CNNC.Cl. Synergy scores: CSS=-10.9, Synergy_ZIP=6.48, Synergy_Bliss=3.36, Synergy_Loewe=-3.58, Synergy_HSA=-5.63. Drug 1: C1=CN(C=N1)CC(O)(P(=O)(O)O)P(=O)(O)O. Cell line: OVCAR-8.